Task: Regression. Given two drug SMILES strings and cell line genomic features, predict the synergy score measuring deviation from expected non-interaction effect.. Dataset: NCI-60 drug combinations with 297,098 pairs across 59 cell lines (1) Drug 1: C1CC(C1)(C(=O)O)C(=O)O.[NH2-].[NH2-].[Pt+2]. Drug 2: CC(C)(C#N)C1=CC(=CC(=C1)CN2C=NC=N2)C(C)(C)C#N. Cell line: NCI/ADR-RES. Synergy scores: CSS=5.47, Synergy_ZIP=-0.382, Synergy_Bliss=-0.0912, Synergy_Loewe=-1.69, Synergy_HSA=-0.744. (2) Drug 1: C1=CC=C(C=C1)NC(=O)CCCCCCC(=O)NO. Drug 2: CC(C)(C#N)C1=CC(=CC(=C1)CN2C=NC=N2)C(C)(C)C#N. Cell line: HS 578T. Synergy scores: CSS=4.40, Synergy_ZIP=-1.27, Synergy_Bliss=-0.873, Synergy_Loewe=1.57, Synergy_HSA=1.33. (3) Drug 1: CC1=C(C(CCC1)(C)C)C=CC(=CC=CC(=CC(=O)O)C)C. Drug 2: CC1C(C(CC(O1)OC2CC(OC(C2O)C)OC3=CC4=CC5=C(C(=O)C(C(C5)C(C(=O)C(C(C)O)O)OC)OC6CC(C(C(O6)C)O)OC7CC(C(C(O7)C)O)OC8CC(C(C(O8)C)O)(C)O)C(=C4C(=C3C)O)O)O)O. Cell line: OVCAR-4. Synergy scores: CSS=52.6, Synergy_ZIP=0.362, Synergy_Bliss=0.0288, Synergy_Loewe=0.524, Synergy_HSA=0.609. (4) Drug 1: CCCCCOC(=O)NC1=NC(=O)N(C=C1F)C2C(C(C(O2)C)O)O. Drug 2: CC(C)(C#N)C1=CC(=CC(=C1)CN2C=NC=N2)C(C)(C)C#N. Cell line: SNB-75. Synergy scores: CSS=-7.54, Synergy_ZIP=3.82, Synergy_Bliss=-0.660, Synergy_Loewe=-8.26, Synergy_HSA=-7.32. (5) Drug 1: CCN(CC)CCCC(C)NC1=C2C=C(C=CC2=NC3=C1C=CC(=C3)Cl)OC. Drug 2: C1CN(P(=O)(OC1)NCCCl)CCCl. Cell line: HS 578T. Synergy scores: CSS=13.5, Synergy_ZIP=2.49, Synergy_Bliss=6.40, Synergy_Loewe=2.31, Synergy_HSA=5.09. (6) Drug 1: CN1CCC(CC1)COC2=C(C=C3C(=C2)N=CN=C3NC4=C(C=C(C=C4)Br)F)OC. Drug 2: C1CN1P(=S)(N2CC2)N3CC3. Cell line: NCI/ADR-RES. Synergy scores: CSS=12.0, Synergy_ZIP=-3.65, Synergy_Bliss=-3.19, Synergy_Loewe=-3.81, Synergy_HSA=-2.35.